This data is from Catalyst prediction with 721,799 reactions and 888 catalyst types from USPTO. The task is: Predict which catalyst facilitates the given reaction. (1) The catalyst class is: 6. Reactant: [Br-].[N:2]1([C:7](=[O:18])[CH2:8][N+:9]2[CH:14]=[CH:13][CH:12]=[CH:11][C:10]=2[CH2:15][C:16]#[N:17])[CH2:6][CH2:5][CH2:4][CH2:3]1.[Cl-:19]. Product: [Cl-:19].[N:2]1([C:7](=[O:18])[CH2:8][N+:9]2[CH:14]=[CH:13][CH:12]=[CH:11][C:10]=2[CH2:15][C:16]#[N:17])[CH2:6][CH2:5][CH2:4][CH2:3]1. (2) Reactant: [CH3:1][O:2][C:3]1[CH:8]=[C:7]([CH2:9][CH2:10][CH2:11][CH2:12][CH3:13])[CH:6]=[C:5]([O:14][CH3:15])[C:4]=1[CH:16]1[CH2:21][CH2:20][CH2:19][CH2:18][CH:17]1[C:22]([O:24][CH3:25])=[O:23].[Na].C(O)(=O)C. Product: [CH3:15][O:14][C:5]1[CH:6]=[C:7]([CH2:9][CH2:10][CH2:11][CH2:12][CH3:13])[CH:8]=[C:3]([O:2][CH3:1])[C:4]=1[C@@H:16]1[CH2:21][CH2:20][CH2:19][CH2:18][C@H:17]1[C:22]([O:24][CH3:25])=[O:23]. The catalyst class is: 24. (3) The catalyst class is: 6. Reactant: Cl.[NH2:2][C@H:3]([C:6]([OH:8])=[O:7])[CH2:4][SH:5].C([O-])(=O)C.[K+].CO.[F:16][C:17]1[CH:18]=[N:19][CH:20]=[CH:21][C:22]=1[CH:23]=O. Product: [F:16][C:17]1[CH:18]=[N:19][CH:20]=[CH:21][C:22]=1[C@@H:23]1[NH:2][CH:3]([C:6]([OH:8])=[O:7])[CH2:4][S:5]1. (4) Reactant: [Br:1][C:2]1[CH:3]=[C:4]([NH:11]C(OCC)=O)[C:5]([N+:8]([O-:10])=[O:9])=[N:6][CH:7]=1.[OH-].[K+]. Product: [Br:1][C:2]1[CH:3]=[C:4]([NH2:11])[C:5]([N+:8]([O-:10])=[O:9])=[N:6][CH:7]=1. The catalyst class is: 40. (5) Reactant: ClS(O)(=O)=O.[F:6][C:7]1[CH:8]=[C:9]([CH2:17][CH2:18][C:19]([OH:21])=O)[CH:10]=[CH:11][C:12]=1[C:13]([F:16])([F:15])[F:14].C(OCC)(=O)C. Product: [F:6][C:7]1[C:12]([C:13]([F:14])([F:15])[F:16])=[CH:11][CH:10]=[C:9]2[C:8]=1[C:19](=[O:21])[CH2:18][CH2:17]2. The catalyst class is: 81.